The task is: Predict the reactants needed to synthesize the given product.. This data is from Full USPTO retrosynthesis dataset with 1.9M reactions from patents (1976-2016). (1) Given the product [F:1][C:2]1[CH:7]=[C:6]([NH:8][C:9]2[N:10]=[CH:11][C:12]([C:15]([F:18])([F:16])[F:17])=[CH:13][N:14]=2)[CH:5]=[CH:4][C:3]=1[C@H:19]1[O:24][CH2:23][CH2:22][NH:21][CH2:20]1, predict the reactants needed to synthesize it. The reactants are: [F:1][C:2]1[CH:7]=[C:6]([NH:8][C:9]2[N:14]=[CH:13][C:12]([C:15]([F:18])([F:17])[F:16])=[CH:11][N:10]=2)[CH:5]=[CH:4][C:3]=1[C@H:19]1[O:24][CH2:23][CH2:22][N:21](C(OC(C)(C)C)=O)[CH2:20]1.FC(F)(F)C(O)=O.[OH-].[Na+]. (2) The reactants are: [Cl:1][C:2]1[CH:26]=[CH:25][C:5]([CH2:6][N:7]2[C:15]3[C:10](=[CH:11][C:12]([CH:16]=[C:17]4[S:21][C:20](SC)=[N:19][C:18]4=[O:24])=[CH:13][CH:14]=3)[CH:9]=[N:8]2)=[C:4]([C:27]([F:30])([F:29])[F:28])[CH:3]=1.[OH:31][C@H:32]1[CH2:36][NH:35][C@H:34]([C:37]([OH:39])=[O:38])[CH2:33]1. Given the product [Cl:1][C:2]1[CH:26]=[CH:25][C:5]([CH2:6][N:7]2[C:15]3[C:10](=[CH:11][C:12]([CH:16]=[C:17]4[S:21][C:20]([N:35]5[CH2:36][C@H:32]([OH:31])[CH2:33][C@H:34]5[C:37]([OH:39])=[O:38])=[N:19][C:18]4=[O:24])=[CH:13][CH:14]=3)[CH:9]=[N:8]2)=[C:4]([C:27]([F:28])([F:30])[F:29])[CH:3]=1, predict the reactants needed to synthesize it. (3) Given the product [Cl:1][C:2]1[CH:7]=[CH:6][C:5]([NH:8][C:9]([NH:11][C:12]2[CH:13]=[C:14]([CH:15]=[CH:26][CH:27]=2)[O:42][C:40]2[CH:39]=[CH:38][N:37]=[C:36]([C:34]([OH:35])=[O:33])[CH:41]=2)=[O:10])=[CH:4][C:3]=1[C:28]([F:29])([F:30])[F:31], predict the reactants needed to synthesize it. The reactants are: [Cl:1][C:2]1[CH:7]=[CH:6][C:5]([NH:8][C:9]([NH:11][C:12]2[CH:27]=[CH:26][C:15](OC3C=CN=C(C([O-])=O)C=3)=[CH:14][CH:13]=2)=[O:10])=[CH:4][C:3]=1[C:28]([F:31])([F:30])[F:29].C[O:33][C:34]([C:36]1[CH:41]=[C:40]([O:42]C2C=CC(N)=CC=2)[CH:39]=[CH:38][N:37]=1)=[O:35]. (4) Given the product [CH2:15]([O:14][C@H:13]1[C@H:9]([O:8][CH2:1][C:2]2[CH:7]=[CH:6][CH:5]=[CH:4][CH:3]=2)[C@@H:10]([CH2:38][C:39]([NH:47][CH3:46])=[O:41])[N:11]([C:31]([O:33][C:34]([CH3:36])([CH3:37])[CH3:35])=[O:32])[C@@H:12]1[CH2:22][O:23][CH2:24][C:25]1[CH:30]=[CH:29][CH:28]=[CH:27][CH:26]=1)[C:16]1[CH:21]=[CH:20][CH:19]=[CH:18][CH:17]=1, predict the reactants needed to synthesize it. The reactants are: [CH2:1]([O:8][C@H:9]1[C@H:13]([O:14][CH2:15][C:16]2[CH:21]=[CH:20][CH:19]=[CH:18][CH:17]=2)[C@@H:12]([CH2:22][O:23][CH2:24][C:25]2[CH:30]=[CH:29][CH:28]=[CH:27][CH:26]=2)[N:11]([C:31]([O:33][C:34]([CH3:37])([CH3:36])[CH3:35])=[O:32])[C@@H:10]1[CH2:38][C:39]([OH:41])=O)[C:2]1[CH:7]=[CH:6][CH:5]=[CH:4][CH:3]=1.CN.Cl.C[CH2:46][N:47](C(C)C)C(C)C.C[NH3+].F[P-](F)(F)(F)(F)F.N1(OC(N(C)C)=[N+](C)C)C2N=CC=CC=2N=N1.F[P-](F)(F)(F)(F)F. (5) The reactants are: [CH3:1][O:2][C:3]1[CH:8]=[CH:7][C:6]([N:9]2[CH2:14][CH2:13][O:12][CH2:11][CH2:10]2)=[CH:5][C:4]=1[N+:15]([O-])=O. Given the product [CH3:1][O:2][C:3]1[CH:8]=[CH:7][C:6]([N:9]2[CH2:14][CH2:13][O:12][CH2:11][CH2:10]2)=[CH:5][C:4]=1[NH2:15], predict the reactants needed to synthesize it. (6) The reactants are: [Cl:1][C:2]1[CH:7]=[CH:6][C:5]([S:8]([N:11]2[CH2:16][CH2:15][CH2:14][C@@H:13]([NH:17][C:18]3[N:23]=[C:22]([C:24]4[N:31]5[C:27]([S:28][CH:29]=[CH:30]5)=[N:26][C:25]=4[C:32]4[CH:33]=[C:34]([CH:41]=[CH:42][CH:43]=4)[C:35](N(OC)C)=[O:36])[CH:21]=[CH:20][N:19]=3)[CH2:12]2)(=[O:10])=[O:9])=[CH:4][CH:3]=1.[OH-:44].[Li+]. Given the product [Cl:1][C:2]1[CH:3]=[CH:4][C:5]([S:8]([N:11]2[CH2:16][CH2:15][CH2:14][C@@H:13]([NH:17][C:18]3[N:23]=[C:22]([C:24]4[N:31]5[C:27]([S:28][CH:29]=[CH:30]5)=[N:26][C:25]=4[C:32]4[CH:33]=[C:34]([CH:41]=[CH:42][CH:43]=4)[C:35]([OH:36])=[O:44])[CH:21]=[CH:20][N:19]=3)[CH2:12]2)(=[O:9])=[O:10])=[CH:6][CH:7]=1, predict the reactants needed to synthesize it.